This data is from NCI-60 drug combinations with 297,098 pairs across 59 cell lines. The task is: Regression. Given two drug SMILES strings and cell line genomic features, predict the synergy score measuring deviation from expected non-interaction effect. (1) Drug 1: C1CCC(C1)C(CC#N)N2C=C(C=N2)C3=C4C=CNC4=NC=N3. Drug 2: C1=CC(=CC=C1CCC2=CNC3=C2C(=O)NC(=N3)N)C(=O)NC(CCC(=O)O)C(=O)O. Cell line: CAKI-1. Synergy scores: CSS=15.5, Synergy_ZIP=-9.15, Synergy_Bliss=-5.08, Synergy_Loewe=-2.53, Synergy_HSA=-0.0911. (2) Drug 1: CN(C)C1=NC(=NC(=N1)N(C)C)N(C)C. Drug 2: CC1C(C(CC(O1)OC2CC(CC3=C2C(=C4C(=C3O)C(=O)C5=C(C4=O)C(=CC=C5)OC)O)(C(=O)CO)O)N)O.Cl. Cell line: TK-10. Synergy scores: CSS=36.4, Synergy_ZIP=2.39, Synergy_Bliss=1.94, Synergy_Loewe=-22.0, Synergy_HSA=-0.405. (3) Drug 1: CN(C(=O)NC(C=O)C(C(C(CO)O)O)O)N=O. Drug 2: C1CCC(C(C1)N)N.C(=O)(C(=O)[O-])[O-].[Pt+4]. Cell line: SN12C. Synergy scores: CSS=9.37, Synergy_ZIP=-7.99, Synergy_Bliss=-7.91, Synergy_Loewe=-8.47, Synergy_HSA=-4.69. (4) Drug 1: CC(C1=C(C=CC(=C1Cl)F)Cl)OC2=C(N=CC(=C2)C3=CN(N=C3)C4CCNCC4)N. Drug 2: CC1=C(C(=CC=C1)Cl)NC(=O)C2=CN=C(S2)NC3=CC(=NC(=N3)C)N4CCN(CC4)CCO. Cell line: HL-60(TB). Synergy scores: CSS=13.4, Synergy_ZIP=-6.34, Synergy_Bliss=-13.7, Synergy_Loewe=-18.3, Synergy_HSA=-18.3. (5) Drug 1: C1=CC=C(C=C1)NC(=O)CCCCCCC(=O)NO. Drug 2: CC1CCCC2(C(O2)CC(NC(=O)CC(C(C(=O)C(C1O)C)(C)C)O)C(=CC3=CSC(=N3)C)C)C. Cell line: HCT-15. Synergy scores: CSS=31.0, Synergy_ZIP=7.38, Synergy_Bliss=7.98, Synergy_Loewe=-27.3, Synergy_HSA=6.34. (6) Drug 1: CC1OCC2C(O1)C(C(C(O2)OC3C4COC(=O)C4C(C5=CC6=C(C=C35)OCO6)C7=CC(=C(C(=C7)OC)O)OC)O)O. Synergy scores: CSS=28.0, Synergy_ZIP=-13.0, Synergy_Bliss=-12.1, Synergy_Loewe=-8.76, Synergy_HSA=-7.35. Cell line: RXF 393. Drug 2: CC1=C2C(C(=O)C3(C(CC4C(C3C(C(C2(C)C)(CC1OC(=O)C(C(C5=CC=CC=C5)NC(=O)OC(C)(C)C)O)O)OC(=O)C6=CC=CC=C6)(CO4)OC(=O)C)O)C)O. (7) Drug 1: COC1=NC(=NC2=C1N=CN2C3C(C(C(O3)CO)O)O)N. Drug 2: N.N.Cl[Pt+2]Cl. Cell line: UACC-257. Synergy scores: CSS=33.3, Synergy_ZIP=-4.09, Synergy_Bliss=-1.39, Synergy_Loewe=-1.18, Synergy_HSA=1.70. (8) Drug 1: CC1=C2C(C(=O)C3(C(CC4C(C3C(C(C2(C)C)(CC1OC(=O)C(C(C5=CC=CC=C5)NC(=O)OC(C)(C)C)O)O)OC(=O)C6=CC=CC=C6)(CO4)OC(=O)C)OC)C)OC. Drug 2: C1=C(C(=O)NC(=O)N1)F. Cell line: MDA-MB-231. Synergy scores: CSS=52.7, Synergy_ZIP=5.45, Synergy_Bliss=5.31, Synergy_Loewe=6.93, Synergy_HSA=12.2. (9) Cell line: HT29. Drug 1: CC12CCC3C(C1CCC2=O)CC(=C)C4=CC(=O)C=CC34C. Synergy scores: CSS=53.3, Synergy_ZIP=4.42, Synergy_Bliss=5.47, Synergy_Loewe=-4.97, Synergy_HSA=4.19. Drug 2: COC1=NC(=NC2=C1N=CN2C3C(C(C(O3)CO)O)O)N. (10) Drug 1: CCCCCOC(=O)NC1=NC(=O)N(C=C1F)C2C(C(C(O2)C)O)O. Drug 2: C1CNP(=O)(OC1)N(CCCl)CCCl. Cell line: OVCAR-8. Synergy scores: CSS=-5.05, Synergy_ZIP=0.766, Synergy_Bliss=-4.14, Synergy_Loewe=-6.47, Synergy_HSA=-6.33.